Dataset: NCI-60 drug combinations with 297,098 pairs across 59 cell lines. Task: Regression. Given two drug SMILES strings and cell line genomic features, predict the synergy score measuring deviation from expected non-interaction effect. (1) Drug 2: C1CN(CCN1C(=O)CCBr)C(=O)CCBr. Cell line: SK-MEL-5. Synergy scores: CSS=3.40, Synergy_ZIP=1.39, Synergy_Bliss=5.65, Synergy_Loewe=-3.28, Synergy_HSA=-1.51. Drug 1: C1CCN(CC1)CCOC2=CC=C(C=C2)C(=O)C3=C(SC4=C3C=CC(=C4)O)C5=CC=C(C=C5)O. (2) Drug 1: CN(C)C1=NC(=NC(=N1)N(C)C)N(C)C. Drug 2: CC1=C(C(=O)C2=C(C1=O)N3CC4C(C3(C2COC(=O)N)OC)N4)N. Cell line: K-562. Synergy scores: CSS=22.4, Synergy_ZIP=-6.17, Synergy_Bliss=-3.53, Synergy_Loewe=-36.6, Synergy_HSA=-7.08. (3) Drug 1: C1CCC(C1)C(CC#N)N2C=C(C=N2)C3=C4C=CNC4=NC=N3. Drug 2: CCC1=CC2CC(C3=C(CN(C2)C1)C4=CC=CC=C4N3)(C5=C(C=C6C(=C5)C78CCN9C7C(C=CC9)(C(C(C8N6C)(C(=O)OC)O)OC(=O)C)CC)OC)C(=O)OC.C(C(C(=O)O)O)(C(=O)O)O. Cell line: A498. Synergy scores: CSS=30.2, Synergy_ZIP=-4.05, Synergy_Bliss=4.26, Synergy_Loewe=-5.47, Synergy_HSA=4.01. (4) Synergy scores: CSS=37.6, Synergy_ZIP=-10.8, Synergy_Bliss=-18.8, Synergy_Loewe=-17.6, Synergy_HSA=-16.3. Drug 1: CCC1=CC2CC(C3=C(CN(C2)C1)C4=CC=CC=C4N3)(C5=C(C=C6C(=C5)C78CCN9C7C(C=CC9)(C(C(C8N6C)(C(=O)OC)O)OC(=O)C)CC)OC)C(=O)OC.C(C(C(=O)O)O)(C(=O)O)O. Cell line: LOX IMVI. Drug 2: C#CCC(CC1=CN=C2C(=N1)C(=NC(=N2)N)N)C3=CC=C(C=C3)C(=O)NC(CCC(=O)O)C(=O)O. (5) Drug 1: CC1=C(C(=CC=C1)Cl)NC(=O)C2=CN=C(S2)NC3=CC(=NC(=N3)C)N4CCN(CC4)CCO. Drug 2: C1CCC(C(C1)N)N.C(=O)(C(=O)[O-])[O-].[Pt+4]. Cell line: ACHN. Synergy scores: CSS=30.9, Synergy_ZIP=-11.8, Synergy_Bliss=-3.62, Synergy_Loewe=-28.3, Synergy_HSA=-2.30. (6) Drug 1: CC12CCC3C(C1CCC2=O)CC(=C)C4=CC(=O)C=CC34C. Cell line: TK-10. Synergy scores: CSS=32.4, Synergy_ZIP=-3.23, Synergy_Bliss=-2.35, Synergy_Loewe=-12.4, Synergy_HSA=-0.692. Drug 2: C1=CN(C(=O)N=C1N)C2C(C(C(O2)CO)O)O.Cl.